From a dataset of Forward reaction prediction with 1.9M reactions from USPTO patents (1976-2016). Predict the product of the given reaction. Given the reactants C(OC(=O)[NH:7][C@H:8]1[CH2:14][O:13][C:12]2[CH:15]=[CH:16][CH:17]=[CH:18][C:11]=2[N:10]([CH3:19])[C:9]1=[O:20])(C)(C)C.[ClH:22], predict the reaction product. The product is: [ClH:22].[NH2:7][C@H:8]1[CH2:14][O:13][C:12]2[CH:15]=[CH:16][CH:17]=[CH:18][C:11]=2[N:10]([CH3:19])[C:9]1=[O:20].